This data is from Reaction yield outcomes from USPTO patents with 853,638 reactions. The task is: Predict the reaction yield, written as a fraction of the theoretical maximum amount of product (1.0 means a 100% yield; for example, 0.34 means a 34% yield). No catalyst specified. The yield is 0.780. The reactants are [C:1]([NH:5][C:6]1[NH:7][C:8]2[CH:14]=[CH:13][CH:12]=[CH:11][C:9]=2[N:10]=1)([O:3][CH3:4])=[O:2].[Cl:15][S:16](O)(=[O:18])=[O:17]. The product is [Cl:15][S:16]([C:13]1[CH:12]=[CH:11][C:9]2[N:10]=[C:6]([NH:5][C:1]([O:3][CH3:4])=[O:2])[NH:7][C:8]=2[CH:14]=1)(=[O:18])=[O:17].